From a dataset of Reaction yield outcomes from USPTO patents with 853,638 reactions. Predict the reaction yield, written as a fraction of the theoretical maximum amount of product (1.0 means a 100% yield; for example, 0.34 means a 34% yield). (1) The reactants are [OH:1][C:2]1[CH:11]=[CH:10][C:5]2[CH2:6][O:7][B:8]([OH:9])[C:4]=2[CH:3]=1.[H-].[Na+].Br[CH:15]([CH2:21][CH3:22])[C:16]([O:18][CH2:19][CH3:20])=[O:17].Cl. The catalyst is CN(C=O)C. The product is [CH2:19]([O:18][C:16](=[O:17])[CH:15]([O:1][C:2]1[CH:11]=[CH:10][C:5]2[CH2:6][O:7][B:8]([OH:9])[C:4]=2[CH:3]=1)[CH2:21][CH3:22])[CH3:20]. The yield is 0.625. (2) The reactants are CO[CH:3]1[CH2:7][CH2:6][CH:5](OC)[O:4]1.[CH3:10][C:11]([CH3:13])=O.C(O)=O.C(O)=O.Cl.[CH2:21]([NH2:28])[C:22]1[CH:27]=[CH:26][CH:25]=[CH:24][CH:23]=1.C([O-])(=O)C.[Na+].[OH-].[Na+]. The catalyst is Cl. The product is [CH2:21]([N:28]1[CH:6]2[CH2:5][CH2:13][CH:11]1[CH2:10][C:3](=[O:4])[CH2:7]2)[C:22]1[CH:27]=[CH:26][CH:25]=[CH:24][CH:23]=1. The yield is 0.560. (3) The reactants are [NH2:1][C:2]1[CH:28]=[CH:27][C:5]([O:6][C:7]2[CH:12]=[CH:11][N:10]=[C:9]([NH:13][C:14]([N:16]3[CH2:21][CH2:20][CH:19]([CH2:22][N:23]4[CH2:26][CH2:25][CH2:24]4)[CH2:18][CH2:17]3)=[O:15])[CH:8]=2)=[CH:4][CH:3]=1.[F:29][C:30]1[CH:35]=[CH:34][C:33]([CH2:36][C:37]([N:39]=[C:40]=[O:41])=[O:38])=[CH:32][CH:31]=1. The catalyst is CN(C)C=O.C(OCC)(=O)C.C(OCC)C.CCCCCC. The product is [F:29][C:30]1[CH:31]=[CH:32][C:33]([CH2:36][C:37]([NH:39][C:40](=[O:41])[NH:1][C:2]2[CH:28]=[CH:27][C:5]([O:6][C:7]3[CH:12]=[CH:11][N:10]=[C:9]([NH:13][C:14]([N:16]4[CH2:17][CH2:18][CH:19]([CH2:22][N:23]5[CH2:26][CH2:25][CH2:24]5)[CH2:20][CH2:21]4)=[O:15])[CH:8]=3)=[CH:4][CH:3]=2)=[O:38])=[CH:34][CH:35]=1. The yield is 0.440. (4) The reactants are C(OC(=O)[NH:7][C:8]1[CH:13]=[CH:12][C:11]([CH:14]2[CH2:19][N:18]([CH3:20])[C:17](=[O:21])[N:16]([CH3:22])[CH2:15]2)=[CH:10][CH:9]=1)(C)(C)C.C1C(=O)N([Br:31])C(=O)C1.C(Cl)Cl.C([O-])(O)=O.[Na+].[C:40]([OH:46])([C:42]([F:45])([F:44])[F:43])=[O:41]. No catalyst specified. The product is [F:43][C:42]([F:45])([F:44])[C:40]([OH:46])=[O:41].[NH2:7][C:8]1[CH:13]=[CH:12][C:11]([CH:14]2[CH2:19][N:18]([CH3:20])[C:17](=[O:21])[N:16]([CH3:22])[CH2:15]2)=[CH:10][C:9]=1[Br:31]. The yield is 0.920. (5) The reactants are C(O[C:4]1[CH:16]=[CH:15][CH:14]=[CH:13][C:5]=1[CH:6]=[CH:7][C:8]([O:10][CH2:11][CH3:12])=[O:9])C.[H][H].[CH2:19]([OH:21])[CH3:20]. The catalyst is [Pd]. The product is [CH2:19]([O:21][CH:7]([CH2:6][C:5]1[CH:4]=[CH:16][CH:15]=[CH:14][CH:13]=1)[C:8]([O:10][CH2:11][CH3:12])=[O:9])[CH3:20]. The yield is 0.970. (6) The reactants are O1CC[CH2:3][CH2:2]1.Cl[C:7]1[CH:12]=[C:11]([C:13]([F:16])([F:15])[F:14])[CH:10]=[C:9]([Cl:17])[N:8]=1.C([Mg]Br)C. The catalyst is [Fe](Cl)(Cl)Cl.O. The product is [Cl:17][C:9]1[CH:10]=[C:11]([C:13]([F:16])([F:15])[F:14])[CH:12]=[C:7]([CH2:2][CH3:3])[N:8]=1. The yield is 0.440. (7) The yield is 0.720. The product is [CH2:10]([O:8][C:4]1[CH:5]=[C:6]([O:17][CH2:14][C:20]#[CH:21])[CH:7]=[C:2]([O:1][CH2:39][C:38]#[CH:42])[CH:3]=1)[C:11]#[CH:12]. No catalyst specified. The reactants are [OH:1][C:2]1[C:3](O)=[C:4]([OH:8])[CH:5]=[CH:6][CH:7]=1.[CH2:10](Br)[C:11]#[CH:12].[C:14](=[O:17])([O-])[O-].[K+].[K+].[CH2:20]1OCCOCCOCCOCCOCCO[CH2:21]1.[CH2:38]1[CH2:42]OC[CH2:39]1.